Dataset: Catalyst prediction with 721,799 reactions and 888 catalyst types from USPTO. Task: Predict which catalyst facilitates the given reaction. (1) Reactant: Cl.Cl.[CH3:3][N:4]([CH2:6][CH:7]1[C:16]([C:18]2[CH:23]=[CH:22][CH:21]=[CH:20][C:19]=2[CH3:24])([OH:17])[CH2:15][CH2:14][C:9]2(OCC[O:10]2)[CH2:8]1)[CH3:5].[CH3:25][S:26]([OH:29])(=[O:28])=[O:27]. Product: [CH3:25][S:26]([OH:29])(=[O:28])=[O:27].[CH3:5][N:4]([CH2:6][CH:7]1[C:16]([C:18]2[CH:23]=[CH:22][CH:21]=[CH:20][C:19]=2[CH3:24])([OH:17])[CH2:15][CH2:14][C:9](=[O:10])[CH2:8]1)[CH3:3]. The catalyst class is: 30. (2) Reactant: [O:1]=[C:2]1[CH:6]=[CH:5][C:4](=[O:7])[N:3]1[CH2:8][CH2:9][O:10][CH2:11][CH2:12][O:13][CH2:14][CH2:15][O:16][CH2:17][CH2:18][C:19]([OH:21])=[O:20].Cl.C(N=C=NCCCN(C)C)C.[F:34][C:35]1[C:40](O)=[C:39]([F:42])[C:38]([F:43])=[C:37]([F:44])[C:36]=1[F:45]. Product: [O:1]=[C:2]1[CH:6]=[CH:5][C:4](=[O:7])[N:3]1[CH2:8][CH2:9][O:10][CH2:11][CH2:12][O:13][CH2:14][CH2:15][O:16][CH2:17][CH2:18][C:19]([O:21][C:40]1[C:39]([F:42])=[C:38]([F:43])[C:37]([F:44])=[C:36]([F:45])[C:35]=1[F:34])=[O:20]. The catalyst class is: 503. (3) Reactant: [Si:1]([O:8][CH2:9][CH2:10][O:11][C:12]1[CH:13]=[CH:14][C:15]([CH:29]=O)=[N:16][C:17]=1[C:18]1[CH:23]=[CH:22][C:21]([S:24]([CH2:27][CH3:28])(=[O:26])=[O:25])=[CH:20][CH:19]=1)([C:4]([CH3:7])([CH3:6])[CH3:5])([CH3:3])[CH3:2].[NH2:31][C:32]1[CH:40]=[C:39]([O:41][CH3:42])[CH:38]=[C:37]([O:43][CH3:44])[C:33]=1[C:34]([NH2:36])=[O:35].OS([O-])=O.[Na+].O.C1(C)C=CC(S(O)(=O)=O)=CC=1. Product: [Si:1]([O:8][CH2:9][CH2:10][O:11][C:12]1[CH:13]=[CH:14][C:15]([C:29]2[NH:36][C:34](=[O:35])[C:33]3[C:32](=[CH:40][C:39]([O:41][CH3:42])=[CH:38][C:37]=3[O:43][CH3:44])[N:31]=2)=[N:16][C:17]=1[C:18]1[CH:19]=[CH:20][C:21]([S:24]([CH2:27][CH3:28])(=[O:26])=[O:25])=[CH:22][CH:23]=1)([C:4]([CH3:6])([CH3:7])[CH3:5])([CH3:2])[CH3:3]. The catalyst class is: 80. (4) Reactant: [Cl:1][C:2]1[CH:8]=[C:7]([N+:9]([O-:11])=[O:10])[CH:6]=[CH:5][C:3]=1[NH2:4].Cl[C:13]([O:15][CH2:16][CH3:17])=[O:14]. Product: [CH2:16]([O:15][C:13](=[O:14])[NH:4][C:3]1[CH:5]=[CH:6][C:7]([N+:9]([O-:11])=[O:10])=[CH:8][C:2]=1[Cl:1])[CH3:17]. The catalyst class is: 10. (5) Reactant: [ClH:1].CO[N:4]=[CH:5][C:6]1[C:10]([C:11]2[CH:16]=[CH:15][N:14]=[CH:13][CH:12]=2)=[C:9]([C:17]2[CH:22]=[CH:21][C:20]([F:23])=[CH:19][CH:18]=2)[NH:8][CH:7]=1.C(OCC)C. Product: [ClH:1].[ClH:1].[NH2:4][CH2:5][C:6]1[C:10]([C:11]2[CH:12]=[CH:13][N:14]=[CH:15][CH:16]=2)=[C:9]([C:17]2[CH:18]=[CH:19][C:20]([F:23])=[CH:21][CH:22]=2)[NH:8][CH:7]=1. The catalyst class is: 43. (6) Reactant: C(OC(=O)[NH:10][CH2:11][C@H:12]1[CH2:17][CH2:16][C@@H:15]([NH:18][C:19]2[CH:28]=[C:27]([N:29]([CH3:31])[CH3:30])[C:26]3[C:21](=[CH:22][CH:23]=[CH:24][CH:25]=3)[N:20]=2)[CH2:14][CH2:13]1)C1C=CC=CC=1. Product: [NH2:10][CH2:11][C@@H:12]1[CH2:13][CH2:14][C@H:15]([NH:18][C:19]2[CH:28]=[C:27]([N:29]([CH3:31])[CH3:30])[C:26]3[C:21](=[CH:22][CH:23]=[CH:24][CH:25]=3)[N:20]=2)[CH2:16][CH2:17]1. The catalyst class is: 19. (7) Reactant: C(O)(=O)C(O)=O.[CH2:7]([NH:9][NH2:10])[CH3:8].C(N(CC)CC)C.[C:18](OC)(=[O:23])[CH2:19][C:20]([CH3:22])=O. Product: [CH2:7]([N:9]1[C:18]([OH:23])=[CH:19][C:20]([CH3:22])=[N:10]1)[CH3:8]. The catalyst class is: 11.